Dataset: Full USPTO retrosynthesis dataset with 1.9M reactions from patents (1976-2016). Task: Predict the reactants needed to synthesize the given product. Given the product [CH2:1]([O:8][C:9]1[CH:14]=[CH:13][C:12]([C:15]2[NH:29][C:18]3=[N:19][C:20]([CH:23]4[CH2:28][CH2:27][N:26]([S:41]([CH2:39][CH3:40])(=[O:43])=[O:42])[CH2:25][CH2:24]4)=[CH:21][CH:22]=[C:17]3[N:16]=2)=[CH:11][CH:10]=1)[C:2]1[CH:3]=[CH:4][CH:5]=[CH:6][CH:7]=1, predict the reactants needed to synthesize it. The reactants are: [CH2:1]([O:8][C:9]1[CH:14]=[CH:13][C:12]([C:15]2[NH:29][C:18]3=[N:19][C:20]([CH:23]4[CH2:28][CH2:27][NH:26][CH2:25][CH2:24]4)=[CH:21][CH:22]=[C:17]3[N:16]=2)=[CH:11][CH:10]=1)[C:2]1[CH:7]=[CH:6][CH:5]=[CH:4][CH:3]=1.CCN(C(C)C)C(C)C.[CH2:39]([S:41](Cl)(=[O:43])=[O:42])[CH3:40].O.